From a dataset of Peptide-MHC class II binding affinity with 134,281 pairs from IEDB. Regression. Given a peptide amino acid sequence and an MHC pseudo amino acid sequence, predict their binding affinity value. This is MHC class II binding data. (1) The MHC is DRB1_1101 with pseudo-sequence DRB1_1101. The binding affinity (normalized) is 0.362. The peptide sequence is PWMQVPLEVKREACP. (2) The peptide sequence is GELQIVDKIGAAFKI. The MHC is DRB1_1101 with pseudo-sequence DRB1_1101. The binding affinity (normalized) is 0.705. (3) The peptide sequence is KNGQNLRLANLTEIQ. The MHC is DRB1_0101 with pseudo-sequence DRB1_0101. The binding affinity (normalized) is 0.370. (4) The peptide sequence is AALAVWAGLAVQ. The MHC is H-2-IAs with pseudo-sequence H-2-IAs. The binding affinity (normalized) is 0. (5) The peptide sequence is SQDLELSWNQNGLQAY. The MHC is DRB1_1302 with pseudo-sequence DRB1_1302. The binding affinity (normalized) is 0.661. (6) The peptide sequence is RMLEPTRVVNWEVII. The MHC is DRB1_1101 with pseudo-sequence DRB1_1101. The binding affinity (normalized) is 0.397.